This data is from Peptide-MHC class I binding affinity with 185,985 pairs from IEDB/IMGT. The task is: Regression. Given a peptide amino acid sequence and an MHC pseudo amino acid sequence, predict their binding affinity value. This is MHC class I binding data. (1) The peptide sequence is GPKLKQWPL. The MHC is HLA-A02:02 with pseudo-sequence HLA-A02:02. The binding affinity (normalized) is 0.221. (2) The peptide sequence is FIQWTGGNIR. The MHC is HLA-A33:01 with pseudo-sequence HLA-A33:01. The binding affinity (normalized) is 0.295. (3) The peptide sequence is TSDSKSIENK. The MHC is HLA-A03:01 with pseudo-sequence HLA-A03:01. The binding affinity (normalized) is 0.145. (4) The peptide sequence is MSTYSDICSK. The MHC is HLA-A03:01 with pseudo-sequence HLA-A03:01. The binding affinity (normalized) is 0. (5) The MHC is HLA-A68:01 with pseudo-sequence HLA-A68:01. The peptide sequence is SAYLISIFLH. The binding affinity (normalized) is 0.0443. (6) The peptide sequence is QHAWPLPPL. The MHC is HLA-A68:02 with pseudo-sequence HLA-A68:02. The binding affinity (normalized) is 0.0847. (7) The peptide sequence is KGIGGNQEI. The MHC is Mamu-B03 with pseudo-sequence Mamu-B03. The binding affinity (normalized) is 0.0716. (8) The peptide sequence is DEWECTRDD. The MHC is HLA-B46:01 with pseudo-sequence HLA-B46:01. The binding affinity (normalized) is 0.0847. (9) The peptide sequence is QLAPGLQLI. The MHC is HLA-E01:03 with pseudo-sequence HLA-E01:03. The binding affinity (normalized) is 0. (10) The peptide sequence is FTFERSKIK. The MHC is HLA-B39:01 with pseudo-sequence HLA-B39:01. The binding affinity (normalized) is 0.0847.